Dataset: Forward reaction prediction with 1.9M reactions from USPTO patents (1976-2016). Task: Predict the product of the given reaction. (1) The product is: [CH:1]1([C:4]2[CH:5]=[CH:6][C:7]([C@@H:10]3[CH2:12][C@H:11]3[NH:13][CH2:14][CH:15]3[CH2:20][CH2:19][N:18]([CH2:21][C:22]4[CH:23]=[CH:24][C:25]([C:26]([OH:28])=[O:27])=[CH:30][CH:31]=4)[CH2:17][CH2:16]3)=[CH:8][CH:9]=2)[CH2:3][CH2:2]1. Given the reactants [CH:1]1([C:4]2[CH:9]=[CH:8][C:7]([C@@H:10]3[CH2:12][C@H:11]3[NH:13][CH2:14][CH:15]3[CH2:20][CH2:19][N:18]([CH2:21][C:22]4[CH:31]=[CH:30][C:25]([C:26]([O:28]C)=[O:27])=[CH:24][CH:23]=4)[CH2:17][CH2:16]3)=[CH:6][CH:5]=2)[CH2:3][CH2:2]1.[OH-].[Na+], predict the reaction product. (2) Given the reactants Cl[CH2:2][CH2:3][NH:4][C@:5]12[CH2:40][CH2:39][C@@H:38]([C:41]([CH3:43])=[CH2:42])[C@@H:6]1[C@@H:7]1[C@@:20]([CH3:23])([CH2:21][CH2:22]2)[C@@:19]2([CH3:24])[C@@H:10]([C@:11]3([CH3:37])[C@@H:16]([CH2:17][CH2:18]2)[C:15]([CH3:26])([CH3:25])[C:14]([C:27]2[CH:36]=[CH:35][C:30]([C:31]([O:33]C)=[O:32])=[CH:29][CH:28]=2)=[CH:13][CH2:12]3)[CH2:9][CH2:8]1.CCN(C(C)C)C(C)C.[N:53]1([C:59]([O:61][C:62]([CH3:65])([CH3:64])[CH3:63])=[O:60])[CH2:58][CH2:57][NH:56][CH2:55][CH2:54]1, predict the reaction product. The product is: [C:62]([O:61][C:59]([N:53]1[CH2:58][CH2:57][N:56]([CH2:2][CH2:3][NH:4][C@:5]23[CH2:40][CH2:39][C@@H:38]([C:41]([CH3:43])=[CH2:42])[C@@H:6]2[C@@H:7]2[C@@:20]([CH3:23])([CH2:21][CH2:22]3)[C@@:19]3([CH3:24])[C@@H:10]([C@:11]4([CH3:37])[C@@H:16]([CH2:17][CH2:18]3)[C:15]([CH3:25])([CH3:26])[C:14]([C:27]3[CH:36]=[CH:35][C:30]([C:31]([OH:33])=[O:32])=[CH:29][CH:28]=3)=[CH:13][CH2:12]4)[CH2:9][CH2:8]2)[CH2:55][CH2:54]1)=[O:60])([CH3:65])([CH3:64])[CH3:63]. (3) The product is: [C:20]([O:19][C:17]([NH:24][CH2:25][C:26]([NH:11][C@H:10]([C:12]([O:14][CH2:15][CH3:16])=[O:13])[CH2:9][C:7]1[CH:6]=[CH:5][CH:4]=[C:3]([O:2][CH3:1])[N:8]=1)=[O:27])=[O:18])([CH3:23])([CH3:22])[CH3:21]. Given the reactants [CH3:1][O:2][C:3]1[N:8]=[C:7]([CH2:9][C@@H:10]([C:12]([O:14][CH2:15][CH3:16])=[O:13])[NH2:11])[CH:6]=[CH:5][CH:4]=1.[C:17]([NH:24][CH2:25][C:26](O)=[O:27])([O:19][C:20]([CH3:23])([CH3:22])[CH3:21])=[O:18].CN(C(ON1N=NC2C=CC=NC1=2)=[N+](C)C)C.F[P-](F)(F)(F)(F)F.C(N(CC)C(C)C)(C)C, predict the reaction product. (4) Given the reactants [Cl:1][C:2]1[CH:7]=[CH:6][C:5]([C@@H:8]2[NH:13][C:12](=[O:14])[C@H:11]([CH2:15][CH:16]([CH3:18])[CH3:17])[NH:10][CH2:9]2)=[CH:4][CH:3]=1.[C:19]1([C@@H:25]2[CH2:27][C@H:26]2[C:28](O)=[O:29])[CH:24]=[CH:23][CH:22]=[CH:21][CH:20]=1.C([C@@H]1N(C([C@@H]2C[C@H]2C2C=CC=CC=2)=O)C[C@H](CC(C)C)NC1=O)C(C)C, predict the reaction product. The product is: [Cl:1][C:2]1[CH:3]=[CH:4][C:5]([C@@H:8]2[NH:13][C:12](=[O:14])[C@H:11]([CH2:15][CH:16]([CH3:18])[CH3:17])[N:10]([C:28]([C@@H:26]3[CH2:27][C@H:25]3[C:19]3[CH:24]=[CH:23][CH:22]=[CH:21][CH:20]=3)=[O:29])[CH2:9]2)=[CH:6][CH:7]=1. (5) The product is: [NH2:2][CH2:1][CH2:3][N:4]([CH2:21][C:22]1[CH:23]=[CH:24][C:25]([N:28]([CH3:30])[CH3:29])=[CH:26][CH:27]=1)[C:5]1[C:18]2[C:19]3=[C:20]4[C:15](=[CH:16][CH:17]=2)[CH:14]=[CH:13][CH:12]=[C:11]4[CH:10]=[CH:9][C:8]3=[CH:7][CH:6]=1. Given the reactants [C:1]([CH2:3][N:4]([CH2:21][C:22]1[CH:27]=[CH:26][C:25]([N:28]([CH3:30])[CH3:29])=[CH:24][CH:23]=1)[C:5]1[C:18]2[C:19]3=[C:20]4[C:15](=[CH:16][CH:17]=2)[CH:14]=[CH:13][CH:12]=[C:11]4[CH:10]=[CH:9][C:8]3=[CH:7][CH:6]=1)#[N:2].[H-].[H-].[H-].[H-].[Li+].[Al+3].[OH-].[K+].ClCCl, predict the reaction product. (6) The product is: [CH2:17]([C:12]1[CH:13]=[CH:14][CH:15]=[CH:16][C:11]=1[NH:10][C:8]([C:3]1[C:4]([CH3:7])=[N:5][S:6][C:2]=1[NH:1][C:20]1[N:25]=[C:24]([O:26][CH3:27])[CH:23]=[CH:22][N:21]=1)=[O:9])[CH3:18]. Given the reactants [NH2:1][C:2]1[S:6][N:5]=[C:4]([CH3:7])[C:3]=1[C:8]([NH:10][C:11]1[CH:16]=[CH:15][CH:14]=[CH:13][C:12]=1[CH2:17][CH3:18])=[O:9].Cl[C:20]1[N:25]=[C:24]([O:26][CH3:27])[CH:23]=[CH:22][N:21]=1.C(=O)([O-])[O-].[Cs+].[Cs+].CC1(C)C2C(=C(P(C3C=CC=CC=3)C3C=CC=CC=3)C=CC=2)OC2C(P(C3C=CC=CC=3)C3C=CC=CC=3)=CC=CC1=2, predict the reaction product.